From a dataset of Reaction yield outcomes from USPTO patents with 853,638 reactions. Predict the reaction yield, written as a fraction of the theoretical maximum amount of product (1.0 means a 100% yield; for example, 0.34 means a 34% yield). The reactants are Br[C:2]1[C:10]2[C:5](=[CH:6][CH:7]=[C:8]([C:11]#[N:12])[CH:9]=2)[N:4]([CH:13]2[CH2:18][CH2:17][CH2:16][CH2:15][O:14]2)[N:3]=1.[CH3:19][O:20][C:21]1[CH:22]=[C:23](B(O)O)[CH:24]=[CH:25][CH:26]=1.ClCCl.P([O-])([O-])([O-])=O.[K+].[K+].[K+]. The catalyst is COCCOC.C1(P(C2C=CC=CC=2)[C-]2C=CC=C2)C=CC=CC=1.[C-]1(P(C2C=CC=CC=2)C2C=CC=CC=2)C=CC=C1.[Fe+2]. The yield is 0.870. The product is [CH3:19][O:20][C:21]1[CH:26]=[C:25]([C:2]2[C:10]3[C:5](=[CH:6][CH:7]=[C:8]([C:11]#[N:12])[CH:9]=3)[N:4]([CH:13]3[CH2:18][CH2:17][CH2:16][CH2:15][O:14]3)[N:3]=2)[CH:24]=[CH:23][CH:22]=1.